Dataset: Forward reaction prediction with 1.9M reactions from USPTO patents (1976-2016). Task: Predict the product of the given reaction. (1) Given the reactants [N:1]1[CH:6]=[CH:5][CH:4]=[C:3]([NH:7][C:8](=[O:15])OCC(Cl)(Cl)Cl)[N:2]=1.Cl.Cl.[F:18][C:19]1[CH:20]=[C:21]([C:26]2[CH:31]=[CH:30][N:29]=[C:28]([N:32]3[CH2:37][CH2:36][NH:35][CH2:34][CH2:33]3)[N:27]=2)[CH:22]=[C:23]([F:25])[CH:24]=1, predict the reaction product. The product is: [F:25][C:23]1[CH:22]=[C:21]([C:26]2[CH:31]=[CH:30][N:29]=[C:28]([N:32]3[CH2:37][CH2:36][N:35]([C:8]([NH:7][C:3]4[N:2]=[N:1][CH:6]=[CH:5][CH:4]=4)=[O:15])[CH2:34][CH2:33]3)[N:27]=2)[CH:20]=[C:19]([F:18])[CH:24]=1. (2) Given the reactants [F:1][C:2]1[CH:20]=[CH:19][C:5]([C:6]([N:8]2[C:12]3[CH:13]=[CH:14][CH:15]=[CH:16][C:11]=3[S:10][CH:9]2C#N)=O)=[CH:4][CH:3]=1.F[B-](F)(F)F.[H+].[C:27]([C:33]([O:35][CH3:36])=[O:34])#[C:28][C:29]([O:31][CH3:32])=[O:30], predict the reaction product. The product is: [F:1][C:2]1[CH:3]=[CH:4][C:5]([C:6]2[N:8]3[C:9]([S:10][C:11]4[CH:16]=[CH:15][CH:14]=[CH:13][C:12]=43)=[C:28]([C:29]([O:31][CH3:32])=[O:30])[C:27]=2[C:33]([O:35][CH3:36])=[O:34])=[CH:19][CH:20]=1. (3) Given the reactants [NH2:1][C:2]1[CH:7]=[CH:6][C:5]([C:8]([C:10]2[CH:15]=[CH:14][CH:13]=[CH:12][C:11]=2[CH3:16])=[O:9])=[C:4]([Cl:17])[CH:3]=1.C1C=CC(P([C:46]2[CH:47]=[CH:48][C:49]3[C:50](=[CH:41]C=CC=3)[C:45]=2[C:41]2[C:50]3[C:45](=[CH:46][CH:47]=[CH:48][CH:49]=3)C=CC=2P(C2C=CC=CC=2)C2C=CC=CC=2)C2C=CC=CC=2)=CC=1.[C:64]([O-:67])([O-])=[O:65].[Cs+].[Cs+].[O:70]1[CH2:75][CH2:74][O:73][CH2:72][CH2:71]1, predict the reaction product. The product is: [Cl:17][C:4]1[CH:3]=[C:2]([NH:1][C:45]2[CH:46]=[CH:47][CH:48]=[CH:49][C:50]=2[CH2:41][O:70][CH2:75][CH2:74][O:73][CH2:72][CH2:71][O:65][CH:64]2[CH2:4][CH2:3][CH2:2][CH2:7][O:67]2)[CH:7]=[CH:6][C:5]=1[C:8]([C:10]1[CH:15]=[CH:14][CH:13]=[CH:12][C:11]=1[CH3:16])=[O:9]. (4) Given the reactants Br[C:2]1[CH:7]=[CH:6][CH:5]=[C:4]([N+:8]([O-:10])=[O:9])[C:3]=1[F:11].[CH2:12]([B-](F)(F)F)[C:13]1[CH:18]=[CH:17][CH:16]=[CH:15][CH:14]=1.[K+].C([O-])([O-])=O.[Cs+].[Cs+], predict the reaction product. The product is: [CH2:12]([C:2]1[CH:7]=[CH:6][CH:5]=[C:4]([N+:8]([O-:10])=[O:9])[C:3]=1[F:11])[C:13]1[CH:18]=[CH:17][CH:16]=[CH:15][CH:14]=1. (5) The product is: [CH3:1][NH:2][C:3]1[CH:18]=[CH:17][C:6]([O:7][C:8]2[CH:13]=[CH:12][N:11]=[C:10]([C:14]([NH2:30])=[O:15])[CH:9]=2)=[CH:5][C:4]=1[N+:19]([O-:21])=[O:20]. Given the reactants [CH3:1][NH:2][C:3]1[CH:18]=[CH:17][C:6]([O:7][C:8]2[CH:13]=[CH:12][N:11]=[C:10]([C:14](O)=[O:15])[CH:9]=2)=[CH:5][C:4]=1[N+:19]([O-:21])=[O:20].C(Cl)CCl.C1C=[N:30]C2N(O)N=NC=2C=1.[Cl-].[NH4+], predict the reaction product. (6) Given the reactants [O:1]=[C:2]1[CH2:6][CH2:5][N:4]([C:7]([O:9][CH2:10][C:11]2[CH:16]=[CH:15][CH:14]=[CH:13][CH:12]=2)=[O:8])[CH2:3]1.[CH2:17](O)[CH2:18][OH:19], predict the reaction product. The product is: [O:19]1[C:2]2([CH2:6][CH2:5][N:4]([C:7]([O:9][CH2:10][C:11]3[CH:16]=[CH:15][CH:14]=[CH:13][CH:12]=3)=[O:8])[CH2:3]2)[O:1][CH2:17][CH2:18]1.